From a dataset of Full USPTO retrosynthesis dataset with 1.9M reactions from patents (1976-2016). Predict the reactants needed to synthesize the given product. (1) Given the product [C:1]([C:4]1[CH:5]([C:23]2[CH:31]=[CH:30][C:29]([C:32]#[N:33])=[CH:28][C:24]=2[C:25]([NH:48][CH2:52][C:51]#[CH:56])=[O:26])[N:6]([CH3:22])[C:7](=[O:21])[N:8]([C:11]2[CH:16]=[CH:15][CH:14]=[C:13]([C:17]([F:18])([F:19])[F:20])[CH:12]=2)[C:9]=1[CH3:10])(=[O:3])[CH3:2], predict the reactants needed to synthesize it. The reactants are: [C:1]([C:4]1[CH:5]([C:23]2[CH:31]=[CH:30][C:29]([C:32]#[N:33])=[CH:28][C:24]=2[C:25](O)=[O:26])[N:6]([CH3:22])[C:7](=[O:21])[N:8]([C:11]2[CH:16]=[CH:15][CH:14]=[C:13]([C:17]([F:20])([F:19])[F:18])[CH:12]=2)[C:9]=1[CH3:10])(=[O:3])[CH3:2].C(N(CC)CC)C.F[P-](F)(F)(F)(F)F.[N:48]1(OC(N(C)C)=[N+](C)C)[C:52]2N=CC=[CH:56][C:51]=2N=N1. (2) The reactants are: [F:1][CH2:2][S:3](Cl)(=[O:5])=[O:4].S([O-])([O-])=O.[Na+].[Na+].C(=O)(O)[O-].[Na+].[Br:18][C:19]1[CH:20]=[CH:21][C:22]([CH2:25]Cl)=[N:23][CH:24]=1. Given the product [Br:18][C:19]1[CH:20]=[CH:21][C:22]([CH2:25][S:3]([CH2:2][F:1])(=[O:5])=[O:4])=[N:23][CH:24]=1, predict the reactants needed to synthesize it. (3) Given the product [F:49][C:50]([F:55])([F:54])[C:51]([OH:53])=[O:52].[C:56]([C:59]1[CH:64]=[CH:63][C:62]([NH:65][CH:66]([C:82]2[CH:87]=[CH:86][C:85]([O:88][CH2:89][C:90](=[O:94])[N:91]([CH3:93])[CH3:92])=[C:84]([O:95][CH3:96])[CH:83]=2)[C:67]2[NH:71][C:70](=[O:72])[N:69]([C:73]3[CH:81]=[CH:80][CH:79]=[CH:78][C:74]=3[C:75]([NH2:2])=[O:77])[N:68]=2)=[CH:61][CH:60]=1)(=[NH:58])[NH2:57], predict the reactants needed to synthesize it. The reactants are: C[N:2]([P+](ON1N=NC2C=CC=CC1=2)(N(C)C)N(C)C)C.F[P-](F)(F)(F)(F)F.ON1C2C=CC=CC=2N=N1.C(N(CC)C(C)C)(C)C.[Cl-].[NH4+].[F:49][C:50]([F:55])([F:54])[C:51]([OH:53])=[O:52].[C:56]([C:59]1[CH:64]=[CH:63][C:62]([NH:65][CH:66]([C:82]2[CH:87]=[CH:86][C:85]([O:88][CH2:89][C:90](=[O:94])[N:91]([CH3:93])[CH3:92])=[C:84]([O:95][CH3:96])[CH:83]=2)[C:67]2[NH:71][C:70](=[O:72])[N:69]([C:73]3[CH:81]=[CH:80][CH:79]=[CH:78][C:74]=3[C:75]([OH:77])=O)[N:68]=2)=[CH:61][CH:60]=1)(=[NH:58])[NH2:57]. (4) The reactants are: Cl[C:2]1[CH:7]=[C:6]([O:8][C:9]2[CH:14]=[CH:13][C:12]([NH:15][C:16]3[CH:21]=[C:20]([C:22]4[CH:27]=[CH:26][CH:25]=[CH:24][CH:23]=4)[N:19]=[C:18]([NH2:28])[N:17]=3)=[CH:11][CH:10]=2)[CH:5]=[CH:4][N:3]=1.[CH3:29][O:30][CH2:31][C@@H:32]1[CH2:36][CH2:35][CH2:34][NH:33]1. Given the product [CH3:29][O:30][CH2:31][C@@H:32]1[CH2:36][CH2:35][CH2:34][N:33]1[C:2]1[CH:7]=[C:6]([O:8][C:9]2[CH:10]=[CH:11][C:12]([NH:15][C:16]3[CH:21]=[C:20]([C:22]4[CH:27]=[CH:26][CH:25]=[CH:24][CH:23]=4)[N:19]=[C:18]([NH2:28])[N:17]=3)=[CH:13][CH:14]=2)[CH:5]=[CH:4][N:3]=1, predict the reactants needed to synthesize it.